Dataset: Full USPTO retrosynthesis dataset with 1.9M reactions from patents (1976-2016). Task: Predict the reactants needed to synthesize the given product. (1) The reactants are: [H-].[Na+].[NH:3]1[C:11]2[C:6](=[CH:7][C:8]([CH:12]=[O:13])=[CH:9][CH:10]=2)[CH:5]=[CH:4]1.[CH2:14](Br)[C:15]#[CH:16]. Given the product [CH2:16]([N:3]1[C:11]2[C:6](=[CH:7][C:8]([CH:12]=[O:13])=[CH:9][CH:10]=2)[CH:5]=[CH:4]1)[C:15]#[CH:14], predict the reactants needed to synthesize it. (2) Given the product [N:1]1[N:2]=[C:3]([C:10]2[CH:19]=[CH:18][C:17]3[C:12](=[C:13]([O:20][CH:21]4[CH:27]([F:28])[CH2:26][CH2:25][NH:24][CH2:23][CH2:22]4)[CH:14]=[CH:15][CH:16]=3)[N:11]=2)[N:4]2[CH:9]=[CH:8][CH:7]=[CH:6][C:5]=12, predict the reactants needed to synthesize it. The reactants are: [N:1]1[N:2]=[C:3]([C:10]2[CH:19]=[CH:18][C:17]3[C:12](=[C:13]([O:20][CH:21]4[CH:27]([F:28])[CH2:26][CH2:25][N:24](C(OC(C)(C)C)=O)[CH2:23][CH2:22]4)[CH:14]=[CH:15][CH:16]=3)[N:11]=2)[N:4]2[CH:9]=[CH:8][CH:7]=[CH:6][C:5]=12.Cl. (3) Given the product [F:1][C:2]1[CH:3]=[C:4]([C:9]2([O:17][CH3:18])[CH2:13][CH2:12][N+:11]([O-:24])([CH:14]([CH3:15])[CH3:16])[CH2:10]2)[CH:5]=[CH:6][C:7]=1[F:8], predict the reactants needed to synthesize it. The reactants are: [F:1][C:2]1[CH:3]=[C:4]([C:9]2([O:17][CH3:18])[CH2:13][CH2:12][N:11]([CH:14]([CH3:16])[CH3:15])[CH2:10]2)[CH:5]=[CH:6][C:7]=1[F:8].ClC1C=C(C=CC=1)C(OO)=[O:24]. (4) Given the product [CH3:26][O:25][C:22]1[CH:21]=[CH:20][C:19]([NH:18][C:15]2[N:16]=[N:17][C:12]([CH:10]([NH:9][C:7]([CH:3]3[CH2:2][CH2:6][O:43][CH2:40][CH2:39]3)=[O:8])[CH3:11])=[CH:13][N:14]=2)=[CH:24][CH:23]=1, predict the reactants needed to synthesize it. The reactants are: Br[C:2]1[CH:6]=CS[C:3]=1[C:7]([NH:9][CH:10]([C:12]1[N:17]=[N:16][C:15]([NH:18][C:19]2[CH:24]=[CH:23][C:22]([O:25][CH3:26])=[CH:21][CH:20]=2)=[N:14][CH:13]=1)[CH3:11])=[O:8].NC(C1N=NC(NC2C=C[C:40]([O:43]C)=[CH:39]C=2)=NC=1)C.O1CCC(C(O)=O)CC1.